From a dataset of Forward reaction prediction with 1.9M reactions from USPTO patents (1976-2016). Predict the product of the given reaction. (1) The product is: [C:1]([C:5]1[N:6]=[C:7]([NH:10][C:11]([C:13]2[CH:49]=[CH:48][N:16]3[C:17](=[O:47])[C:18](/[CH:31]=[CH:32]/[C:33]4[N:37]([CH2:38][C:39]5[CH:40]=[CH:41][C:42]([O:45][CH3:46])=[CH:43][CH:44]=5)[N:36]=[N:35][N:34]=4)=[C:19]([N:21]4[CH2:26][CH2:25][CH2:24][CH:23]([CH2:27][C:28]([N:63]([CH2:51][CH2:50][N:52]([CH3:55])[CH3:53])[CH3:61])=[O:29])[CH2:22]4)[N:20]=[C:15]3[CH:14]=2)=[O:12])[S:8][CH:9]=1)([CH3:3])([CH3:2])[CH3:4]. Given the reactants [C:1]([C:5]1[N:6]=[C:7]([NH:10][C:11]([C:13]2[CH:49]=[CH:48][N:16]3[C:17](=[O:47])[C:18](/[CH:31]=[CH:32]/[C:33]4[N:37]([CH2:38][C:39]5[CH:44]=[CH:43][C:42]([O:45][CH3:46])=[CH:41][CH:40]=5)[N:36]=[N:35][N:34]=4)=[C:19]([N:21]4[CH2:26][CH2:25][CH2:24][CH:23]([CH2:27][C:28](O)=[O:29])[CH2:22]4)[N:20]=[C:15]3[CH:14]=2)=[O:12])[S:8][CH:9]=1)([CH3:4])([CH3:3])[CH3:2].[CH2:50]([N:52]([CH2:55]C)[CH2:53]C)[CH3:51].C1C=CC2N(O)N=[N:63][C:61]=2C=1.Cl, predict the reaction product. (2) Given the reactants [Cl:1][C:2]1[CH:3]=[CH:4][C:5]2[N:11]3[C:12]([C:15]([F:18])([F:17])[F:16])=[N:13][N:14]=[C:10]3[C@@H:9]([CH2:19][C:20](O)=[O:21])[S:8][C@H:7]([C:23]3[CH:28]=[CH:27][CH:26]=[C:25]([O:29][CH3:30])[C:24]=3[O:31][CH3:32])[C:6]=2[CH:33]=1.[NH:34]1[CH2:39][CH2:38][CH:37]([CH2:40][C:41]([O:43][CH2:44][CH3:45])=[O:42])[CH2:36][CH2:35]1.Cl.C(N=C=NCCCN(C)C)C.O.ON1C2C=CC=CC=2N=N1, predict the reaction product. The product is: [Cl:1][C:2]1[CH:3]=[CH:4][C:5]2[N:11]3[C:12]([C:15]([F:18])([F:17])[F:16])=[N:13][N:14]=[C:10]3[C@@H:9]([CH2:19][C:20]([N:34]3[CH2:39][CH2:38][CH:37]([CH2:40][C:41]([O:43][CH2:44][CH3:45])=[O:42])[CH2:36][CH2:35]3)=[O:21])[S:8][C@H:7]([C:23]3[CH:28]=[CH:27][CH:26]=[C:25]([O:29][CH3:30])[C:24]=3[O:31][CH3:32])[C:6]=2[CH:33]=1. (3) Given the reactants C(OC(=O)[NH:7][CH2:8][C@@H:9]1[CH2:11][C@H:10]1[C:12]1[CH:17]=[CH:16][CH:15]=[CH:14][C:13]=1[NH:18][C:19]([NH:21][C:22]1[CH:27]=[CH:26][C:25]([C:28]([F:31])([F:30])[F:29])=[CH:24][CH:23]=1)=[O:20])(C)(C)C.C(O)(C(F)(F)F)=O.[ClH:40].CCOCC, predict the reaction product. The product is: [ClH:40].[NH2:7][CH2:8][C@@H:9]1[CH2:11][C@H:10]1[C:12]1[CH:17]=[CH:16][CH:15]=[CH:14][C:13]=1[NH:18][C:19]([NH:21][C:22]1[CH:23]=[CH:24][C:25]([C:28]([F:29])([F:30])[F:31])=[CH:26][CH:27]=1)=[O:20]. (4) Given the reactants C([Mg]Cl)(C)(C)C.[O:7]=[C:8]1[NH:13][C:12](=[O:14])[CH:11]=[CH:10][N:9]1[C@H:15]1[C@@:19]([NH:21][C:22](=[O:28])[O:23][C:24]([CH3:27])([CH3:26])[CH3:25])([CH3:20])[C@H:18]([OH:29])[C@@H:17]([CH2:30][OH:31])[O:16]1.[N+](C1C=CC([P:41]([NH:50][C@@H:51]([CH3:61])[C:52]([O:54][CH2:55][CH2:56][C:57]([CH3:60])([CH3:59])[CH3:58])=[O:53])([O:43][C:44]2[CH:49]=[CH:48][CH:47]=[CH:46][CH:45]=2)=[O:42])=CC=1)([O-])=O.[Cl-].[NH4+], predict the reaction product. The product is: [C:24]([O:23][C:22]([NH:21][C@@:19]1([CH3:20])[C@H:15]([N:9]2[CH:10]=[CH:11][C:12](=[O:14])[NH:13][C:8]2=[O:7])[O:16][C@H:17]([CH2:30][O:31][P:41]([NH:50][C@@H:51]([CH3:61])[C:52]([O:54][CH2:55][CH2:56][C:57]([CH3:60])([CH3:59])[CH3:58])=[O:53])([O:43][C:44]2[CH:49]=[CH:48][CH:47]=[CH:46][CH:45]=2)=[O:42])[C@H:18]1[OH:29])=[O:28])([CH3:25])([CH3:26])[CH3:27].